Dataset: Reaction yield outcomes from USPTO patents with 853,638 reactions. Task: Predict the reaction yield, written as a fraction of the theoretical maximum amount of product (1.0 means a 100% yield; for example, 0.34 means a 34% yield). (1) The reactants are [F:1][CH:2]([F:18])[N:3]1[CH:7]=[C:6]([C:8]([NH2:10])=O)[C:5]([C:11]2[CH:16]=[CH:15][C:14]([F:17])=[CH:13][CH:12]=2)=[N:4]1.COC1C=CC(P2(SP(C3C=CC(OC)=CC=3)(=S)S2)=[S:28])=CC=1. The catalyst is C1COCC1. The product is [F:1][CH:2]([F:18])[N:3]1[CH:7]=[C:6]([C:8](=[S:28])[NH2:10])[C:5]([C:11]2[CH:16]=[CH:15][C:14]([F:17])=[CH:13][CH:12]=2)=[N:4]1. The yield is 0.680. (2) The reactants are [Cl:1][C:2]1[C:3]2[C:7]([CH:8]=[C:9]([Cl:11])[CH:10]=1)=[N:6][N:5]([CH2:12][C:13](=O)[CH3:14])[CH:4]=2.[Si](OC(C)[CH2:25][N:26]1C=C2C(C=C(Cl)C=C2Cl)=N1)(C(C)(C)C)(C)C.[Si]([O:45][CH:46]([CH3:61])[CH2:47][NH:48][CH2:49][C:50]1[C:55]([N+:56]([O-])=O)=[CH:54][C:53]([Cl:59])=[CH:52][C:51]=1[Cl:60])(C(C)(C)C)(C)C. No catalyst specified. The product is [NH2:48][C:13]([CH3:14])([CH2:12][N:5]1[CH:4]=[C:3]2[C:7]([CH:8]=[C:9]([Cl:11])[CH:10]=[C:2]2[Cl:1])=[N:6]1)[C:25]#[N:26].[Cl:60][C:51]1[C:50]2[C:55]([CH:54]=[C:53]([Cl:59])[CH:52]=1)=[N:56][N:48]([CH2:47][C:46](=[O:45])[CH3:61])[CH:49]=2. The yield is 0.540. (3) The reactants are [CH:1]([C:3]1[CH:8]=[CH:7][C:6]([CH2:9][C:10]([OH:12])=[O:11])=[CH:5][CH:4]=1)=O.N1CCCCC1.[CH2:19]([O:21][C:22](=[O:38])[CH2:23][C:24]([C@@H:26]1[CH2:30][CH2:29][CH2:28][N:27]1[C:31]([O:33][C:34]([CH3:37])([CH3:36])[CH3:35])=[O:32])=[O:25])[CH3:20]. The catalyst is C1C=CC=CC=1. The product is [C:34]([O:33][C:31]([N:27]1[CH2:28][CH2:29][CH2:30][C@H:26]1[C:24](=[O:25])/[C:23](/[C:22]([O:21][CH2:19][CH3:20])=[O:38])=[CH:1]/[C:3]1[CH:8]=[CH:7][C:6]([CH2:9][C:10]([OH:12])=[O:11])=[CH:5][CH:4]=1)=[O:32])([CH3:36])([CH3:37])[CH3:35]. The yield is 0.340. (4) The reactants are [F:1][C:2]([F:10])([C:5]([F:9])([F:8])[CH2:6][OH:7])[CH2:3][OH:4].[H-].[Na+].[CH2:13](Br)[CH:14]=[CH:15][C:16]1[CH:21]=[CH:20][CH:19]=[CH:18][CH:17]=1. The catalyst is CN(C)C=O. The product is [F:1][C:2]([F:10])([C:5]([F:9])([F:8])[CH2:6][O:7][CH2:13]/[CH:14]=[CH:15]/[C:16]1[CH:21]=[CH:20][CH:19]=[CH:18][CH:17]=1)[CH2:3][OH:4]. The yield is 0.540. (5) The reactants are C([O:8][C:9]1[CH:16]=[CH:15][C:12]([CH:13]=[O:14])=[CH:11][C:10]=1[O:17][CH2:18][O:19][CH3:20])C1C=CC=CC=1. The catalyst is O1CCCC1. The product is [OH:8][C:9]1[CH:16]=[CH:15][C:12]([CH:13]=[O:14])=[CH:11][C:10]=1[O:17][CH2:18][O:19][CH3:20]. The yield is 0.510. (6) The yield is 0.740. The reactants are [Br:1][C:2]1[CH:7]=[CH:6][C:5]([CH2:8][C:9]2[C:10]([OH:17])=[N:11][NH:12][C:13]=2[CH:14]([CH3:16])[CH3:15])=[C:4]([CH3:18])[CH:3]=1.[C:19]([O:22][C@@H:23]1[C@@H:28]([O:29][C:30](=[O:32])[CH3:31])[C@H:27]([O:33][C:34](=[O:36])[CH3:35])[C@@H:26]([CH2:37][O:38][C:39](=[O:41])[CH3:40])[O:25][C@@H:24]1Br)(=[O:21])[CH3:20].C(=O)([O-])[O-].[K+].[K+].ClCCl. The catalyst is [Cl-].C([N+](CCCC)(CCCC)CCCC)C1C=CC=CC=1.O. The product is [C:19]([O:22][C@@H:23]1[C@@H:28]([O:29][C:30](=[O:32])[CH3:31])[C@H:27]([O:33][C:34](=[O:36])[CH3:35])[C@@H:26]([CH2:37][O:38][C:39](=[O:41])[CH3:40])[O:25][C@H:24]1[O:17][C:10]1[C:9]([CH2:8][C:5]2[CH:6]=[CH:7][C:2]([Br:1])=[CH:3][C:4]=2[CH3:18])=[C:13]([CH:14]([CH3:15])[CH3:16])[NH:12][N:11]=1)(=[O:21])[CH3:20].